Dataset: hERG Central: cardiac toxicity at 1µM, 10µM, and general inhibition. Task: Predict hERG channel inhibition at various concentrations. The compound is CCOC(=O)N1CCC(N2Cc3cccc(C(=O)NCc4ccccc4OC)c3C2=O)CC1. Results: hERG_inhib (hERG inhibition (general)): blocker.